This data is from Forward reaction prediction with 1.9M reactions from USPTO patents (1976-2016). The task is: Predict the product of the given reaction. (1) Given the reactants Cl[C:2]1[C:3]2[N:4]([C:8]([CH:12]3[CH2:15][CH2:14][CH2:13]3)=[N:9][C:10]=2[I:11])[CH:5]=[CH:6][N:7]=1.[NH3:16], predict the reaction product. The product is: [CH:12]1([C:8]2[N:4]3[CH:5]=[CH:6][N:7]=[C:2]([NH2:16])[C:3]3=[C:10]([I:11])[N:9]=2)[CH2:15][CH2:14][CH2:13]1. (2) Given the reactants [CH3:1][N:2]1[CH2:7][CH2:6][CH:5]([O:8][C:9]2[CH:14]=[CH:13][C:12]([N+:15]([O-])=O)=[CH:11][C:10]=2[C:18]([F:21])([F:20])[F:19])[CH2:4][CH2:3]1, predict the reaction product. The product is: [CH3:1][N:2]1[CH2:7][CH2:6][CH:5]([O:8][C:9]2[CH:14]=[CH:13][C:12]([NH2:15])=[CH:11][C:10]=2[C:18]([F:19])([F:20])[F:21])[CH2:4][CH2:3]1. (3) Given the reactants [CH2:1]([O:3][C:4](=[O:24])[C:5]1[CH:10]=[CH:9][CH:8]=[C:7]([S:11][C:12]2[C:20]3[C:15](=[CH:16][C:17]([Cl:22])=[C:18]([F:21])[CH:19]=3)[NH:14][C:13]=2[CH3:23])[CH:6]=1)[CH3:2].Br[C:26]1[CH:27]=[N:28][N:29]([CH2:31][CH3:32])[CH:30]=1, predict the reaction product. The product is: [CH2:1]([O:3][C:4](=[O:24])[C:5]1[CH:10]=[CH:9][CH:8]=[C:7]([S:11][C:12]2[C:20]3[C:15](=[CH:16][C:17]([Cl:22])=[C:18]([F:21])[CH:19]=3)[N:14]([C:26]3[CH:27]=[N:28][N:29]([CH2:31][CH3:32])[CH:30]=3)[C:13]=2[CH3:23])[CH:6]=1)[CH3:2]. (4) Given the reactants [CH2:1]([C:4]1[C:13]2[O:12][CH2:11][C:10](=[O:14])[NH:9][C:8]=2[CH:7]=[CH:6][CH:5]=1)[CH:2]=[CH2:3].Br[CH2:16][C:17]([O:19][CH3:20])=[O:18].[H-].[Na+], predict the reaction product. The product is: [CH3:20][O:19][C:17](=[O:18])[CH2:16][N:9]1[C:8]2[CH:7]=[CH:6][CH:5]=[C:4]([CH2:1][CH:2]=[CH2:3])[C:13]=2[O:12][CH2:11][C:10]1=[O:14]. (5) The product is: [Cl:17][CH:7]([C:1]1[CH:6]=[CH:5][CH:4]=[CH:3][CH:2]=1)[C:9]1[CH:14]=[CH:13][N:12]=[CH:11][CH:10]=1. Given the reactants [C:1]1([CH:7]([C:9]2[CH:14]=[CH:13][N:12]=[CH:11][CH:10]=2)O)[CH:6]=[CH:5][CH:4]=[CH:3][CH:2]=1.S(Cl)([Cl:17])=O.[OH-].[Na+], predict the reaction product.